Dataset: Reaction yield outcomes from USPTO patents with 853,638 reactions. Task: Predict the reaction yield, written as a fraction of the theoretical maximum amount of product (1.0 means a 100% yield; for example, 0.34 means a 34% yield). (1) The reactants are [NH2:1][C:2]1[N:7]=[CH:6][N:5]=[C:4]2[N:8]([CH:32]3[CH2:36][CH2:35][NH:34][CH2:33]3)[N:9]=[C:10]([C:11]3[CH:16]=[CH:15][C:14]([NH:17][C:18]([C:20]4[N:21]([CH3:29])[C:22]5[C:27]([CH:28]=4)=[CH:26][CH:25]=[CH:24][CH:23]=5)=[O:19])=[C:13]([O:30][CH3:31])[CH:12]=3)[C:3]=12.[CH:37]([C:39]1[N:40]=[CH:41][NH:42][CH:43]=1)=O.C(O[BH-](OC(=O)C)OC(=O)C)(=O)C.[Na+].[OH-].[Na+]. The catalyst is ClC(Cl)C. The product is [NH2:1][C:2]1[N:7]=[CH:6][N:5]=[C:4]2[N:8]([CH:32]3[CH2:36][CH2:35][N:34]([CH2:37][C:39]4[N:40]=[CH:41][NH:42][CH:43]=4)[CH2:33]3)[N:9]=[C:10]([C:11]3[CH:16]=[CH:15][C:14]([NH:17][C:18]([C:20]4[N:21]([CH3:29])[C:22]5[C:27]([CH:28]=4)=[CH:26][CH:25]=[CH:24][CH:23]=5)=[O:19])=[C:13]([O:30][CH3:31])[CH:12]=3)[C:3]=12. The yield is 0.250. (2) The reactants are C(O[C:6](=[O:21])[NH:7][C:8]1[CH:13]=[CH:12][C:11]([C:14]2[CH:19]=[CH:18][C:17]([Br:20])=[CH:16][CH:15]=2)=[CH:10][CH:9]=1)(C)(C)C.Cl.[N:23]1([C:31]([O:33][C:34]([CH3:37])([CH3:36])[CH3:35])=[O:32])[CH2:30][CH2:29][CH2:28][C@H:24]1C(O)=O.CN(C(ON1N=NC2C=CC=NC1=2)=[N+](C)C)C.F[P-](F)(F)(F)(F)F.CCN(C(C)C)C(C)C. The catalyst is CO.CN(C=O)C.C(OCC)(=O)C. The product is [C:34]([O:33][C:31]([N:23]1[CH2:30][CH2:29][CH2:28][CH:24]1[C:6](=[O:21])[NH:7][C:8]1[CH:9]=[CH:10][C:11]([C:14]2[CH:15]=[CH:16][C:17]([Br:20])=[CH:18][CH:19]=2)=[CH:12][CH:13]=1)=[O:32])([CH3:37])([CH3:35])[CH3:36]. The yield is 0.950. (3) The reactants are [O:1]=[C:2]1[C:7]2[CH:8]=[CH:9][CH:10]=[CH:11][C:6]=2[S:5][C:4]([C:12]2[N:17]=[C:16]([CH2:18][O:19][CH2:20][CH2:21][C:22]([O:24]C(C)(C)C)=[O:23])[CH:15]=[CH:14][CH:13]=2)=[N:3]1.FC(F)(F)C(O)=O. No catalyst specified. The product is [O:1]=[C:2]1[C:7]2[CH:8]=[CH:9][CH:10]=[CH:11][C:6]=2[S:5][C:4]([C:12]2[N:17]=[C:16]([CH2:18][O:19][CH2:20][CH2:21][C:22]([OH:24])=[O:23])[CH:15]=[CH:14][CH:13]=2)=[N:3]1. The yield is 0.740. (4) The reactants are N#N.[C:3]([CH2:5][CH2:6][O:7][P:8](Cl)[N:9]([CH:13]([CH3:15])[CH3:14])[CH:10]([CH3:12])[CH3:11])#[N:4].[CH2:17]([O:24][C@@H:25]1[C@H:29]([OH:30])[C@@H:28]([CH2:31][O:32][C:33]([C:48]2[CH:53]=[CH:52][C:51]([O:54][CH3:55])=[CH:50][CH:49]=2)([C:40]2[CH:45]=[CH:44][C:43]([O:46][CH3:47])=[CH:42][CH:41]=2)[C:34]2[CH:39]=[CH:38][CH:37]=[CH:36][CH:35]=2)[O:27][C@H:26]1[N:56]1[C:65]2[N:64]=[CH:63][N:62]=[C:60]([OH:61])[C:59]=2[N:58]=[CH:57]1)[C:18]1[CH:23]=[CH:22][CH:21]=[CH:20][CH:19]=1.C(N(CC)C(C)C)(C)C.CN1C=CN=C1. The catalyst is CO.C(Cl)Cl.C(N(CC)CC)C.O1CCCC1. The product is [CH2:17]([O:24][C@@H:25]1[C@H:29]([O:30][P:8]([O:7][CH2:6][CH2:5][C:3]#[N:4])[N:9]([CH:13]([CH3:15])[CH3:14])[CH:10]([CH3:12])[CH3:11])[C@@H:28]([CH2:31][O:32][C:33]([C:48]2[CH:53]=[CH:52][C:51]([O:54][CH3:55])=[CH:50][CH:49]=2)([C:40]2[CH:41]=[CH:42][C:43]([O:46][CH3:47])=[CH:44][CH:45]=2)[C:34]2[CH:39]=[CH:38][CH:37]=[CH:36][CH:35]=2)[O:27][C@H:26]1[N:56]1[C:65]2[N:64]=[CH:63][N:62]=[C:60]([OH:61])[C:59]=2[N:58]=[CH:57]1)[C:18]1[CH:19]=[CH:20][CH:21]=[CH:22][CH:23]=1. The yield is 0.780. (5) The reactants are [Cl:1][C:2]1[N:7]=[C:6](Cl)[C:5]([O:9][CH3:10])=[CH:4][N:3]=1.[NH:11]1[CH2:16][CH2:15][O:14][CH2:13][CH2:12]1.[NH4+].[Cl-]. The catalyst is C1(C)C=CC=CC=1. The product is [Cl:1][C:2]1[N:7]=[C:6]([N:11]2[CH2:16][CH2:15][O:14][CH2:13][CH2:12]2)[C:5]([O:9][CH3:10])=[CH:4][N:3]=1. The yield is 0.931. (6) The reactants are [CH3:1][C:2]1[CH:9]=[C:8](Br)[CH:7]=[CH:6][C:3]=1[CH:4]=[O:5].[CH2:11]([B-](F)(F)F)[CH2:12][CH2:13][CH3:14].[K+]. No catalyst specified. The product is [CH3:1][C:2]1[CH:9]=[C:8]([CH2:11][CH2:12][CH2:13][CH3:14])[CH:7]=[CH:6][C:3]=1[CH:4]=[O:5]. The yield is 0.350. (7) The reactants are CS(O[C:6]1[CH:11]=[CH:10][CH:9]=[C:8]([C:12]2[S:13][C:14]3[CH:22]=[CH:21][CH:20]=[CH:19][C:15]=3[C:16](=[O:18])[N:17]=2)[N:7]=1)(=O)=O.[CH2:23](N(CC)CC)C.[F:30][C:31]1[CH:36]=[CH:35][C:34]([N:37]2[CH2:42][CH2:41][NH:40][CH2:39][CH2:38]2)=[CH:33][CH:32]=1.C(OCC)(=O)C. The catalyst is CN(C=O)C.O. The product is [F:30][C:31]1[CH:32]=[CH:33][C:34]([N:37]2[CH2:42][CH2:41][N:40]([CH2:23][C:6]3[N:7]=[C:8]([C:12]4[S:13][C:14]5[CH:22]=[CH:21][CH:20]=[CH:19][C:15]=5[C:16](=[O:18])[N:17]=4)[CH:9]=[CH:10][CH:11]=3)[CH2:39][CH2:38]2)=[CH:35][CH:36]=1. The yield is 0.500. (8) The reactants are [OH:1][C:2]1[CH:3]=[C:4]([CH:7]=[CH:8][CH:9]=1)[C:5]#[N:6].Cl[C:11]1[CH:16]=[C:15]([CH3:17])[N:14]=[C:13]([NH:18][C:19]2[CH:24]=[CH:23][C:22]([N:25]3[CH:29]=[C:28]([CH3:30])[N:27]=[CH:26]3)=[C:21]([O:31][CH3:32])[CH:20]=2)[N:12]=1. The yield is 0.750. The product is [CH3:32][O:31][C:21]1[CH:20]=[C:19]([NH:18][C:13]2[N:12]=[C:11]([O:1][C:2]3[CH:3]=[C:4]([CH:7]=[CH:8][CH:9]=3)[C:5]#[N:6])[CH:16]=[C:15]([CH3:17])[N:14]=2)[CH:24]=[CH:23][C:22]=1[N:25]1[CH:29]=[C:28]([CH3:30])[N:27]=[CH:26]1. No catalyst specified. (9) The reactants are [F:1][C:2]1[CH:3]=[C:4]([CH:8]=[CH:9][C:10]=1[N+:11]([O-:13])=[O:12])[C:5]([OH:7])=[O:6].[Si](C=[N+]=[N-])(C)(C)[CH3:15].CCOCC. The catalyst is C1(C)C=CC=CC=1.CO. The product is [CH3:15][O:6][C:5](=[O:7])[C:4]1[CH:8]=[CH:9][C:10]([N+:11]([O-:13])=[O:12])=[C:2]([F:1])[CH:3]=1. The yield is 1.00.